This data is from Forward reaction prediction with 1.9M reactions from USPTO patents (1976-2016). The task is: Predict the product of the given reaction. (1) Given the reactants C1(CBr)CC1.[Cl:6][C:7]1[CH:14]=[CH:13][C:10]([CH2:11]Cl)=[CH:9][CH:8]=1.[CH3:15][C:16]1[N:17]=[C:18]([N:26]2[CH2:30][CH2:29][NH:28][C:27]2=[O:31])[S:19][C:20]=1[C:21]([O:23][CH2:24][CH3:25])=[O:22], predict the reaction product. The product is: [Cl:6][C:7]1[CH:14]=[CH:13][C:10]([CH2:11][N:28]2[CH2:29][CH2:30][N:26]([C:18]3[S:19][C:20]([C:21]([O:23][CH2:24][CH3:25])=[O:22])=[C:16]([CH3:15])[N:17]=3)[C:27]2=[O:31])=[CH:9][CH:8]=1. (2) Given the reactants [OH:1][CH:2]([CH3:11])[CH2:3][N:4]1[C:8](=[O:9])[CH:7]=[CH:6][C:5]1=[O:10].C(O)(=O)CCCCCCCCC(O)=O.O.C1(C)C=CC(S(O)(=O)=O)=CC=1.C1(C)C=CC=CC=1, predict the reaction product. The product is: [OH:1][CH:2]([CH3:11])[CH2:3][N:4]1[C:8](=[O:9])[CH:7]=[CH:6][C:5]1=[O:10].[C:5]1(=[O:10])[NH:4][C:8](=[O:9])[CH:7]=[CH:6]1. (3) Given the reactants [CH2:1]([O:3][C:4](=[O:13])[C:5]([CH3:12])([CH3:11])[C:6]([O:8]CC)=[O:7])[CH3:2].[OH-].[K+], predict the reaction product. The product is: [CH2:1]([O:3][C:4](=[O:13])[C:5]([CH3:12])([CH3:11])[C:6]([OH:8])=[O:7])[CH3:2]. (4) Given the reactants C(O)(C(F)(F)F)=O.[N:8]1[CH:13]=[CH:12][CH:11]=[C:10]([NH:14][C:15]([C:17]2[C:25]3[C:20](=[CH:21][CH:22]=[C:23]([C:26]4[CH:27]=[N:28][CH:29]=[CH:30][CH:31]=4)[CH:24]=3)[N:19](C3CCCCO3)[N:18]=2)=[O:16])[CH:9]=1.C([SiH](CC)CC)C, predict the reaction product. The product is: [N:8]1[CH:13]=[CH:12][CH:11]=[C:10]([NH:14][C:15]([C:17]2[C:25]3[C:20](=[CH:21][CH:22]=[C:23]([C:26]4[CH:27]=[N:28][CH:29]=[CH:30][CH:31]=4)[CH:24]=3)[NH:19][N:18]=2)=[O:16])[CH:9]=1. (5) Given the reactants [Cl:1][C:2]1[C:3]2[C:10]([C:11]3[CH:16]=[CH:15][CH:14]=[C:13]([Cl:17])[C:12]=3[CH3:18])=[C:9](I)[S:8][C:4]=2[N:5]=[CH:6][N:7]=1.[C:20](B1OC(C)(C)C(C)(C)O1)([CH3:22])=[CH2:21].CC1OCCC1, predict the reaction product. The product is: [Cl:1][C:2]1[C:3]2[C:10]([C:11]3[CH:16]=[CH:15][CH:14]=[C:13]([Cl:17])[C:12]=3[CH3:18])=[C:9]([C:20]([CH3:22])=[CH2:21])[S:8][C:4]=2[N:5]=[CH:6][N:7]=1. (6) Given the reactants [I:1][C:2]1[C:10]2[C:5](=[N:6][CH:7]=[N:8][C:9]=2[NH2:11])[NH:4][N:3]=1.[Br:12][CH2:13][CH2:14][CH2:15]O.C1(P(C2C=CC=CC=2)C2C=CC=CC=2)C=CC=CC=1.CCOC(/N=N/C(OCC)=O)=O, predict the reaction product. The product is: [Br:12][CH2:13][CH2:14][CH2:15][N:4]1[C:5]2=[N:6][CH:7]=[N:8][C:9]([NH2:11])=[C:10]2[C:2]([I:1])=[N:3]1.